Dataset: Full USPTO retrosynthesis dataset with 1.9M reactions from patents (1976-2016). Task: Predict the reactants needed to synthesize the given product. (1) Given the product [F:1][C:2]1[CH:7]=[C:6]([NH2:8])[CH:5]=[CH:4][C:3]=1[N:11]1[CH:15]=[CH:14][N:13]=[CH:12]1, predict the reactants needed to synthesize it. The reactants are: [F:1][C:2]1[CH:7]=[C:6]([N+:8]([O-])=O)[CH:5]=[CH:4][C:3]=1[N:11]1[CH:15]=[CH:14][N:13]=[CH:12]1. (2) Given the product [Cl:17][C:18]1[N:23]=[C:22]([NH:1][C:2]2[CH:7]=[CH:6][CH:5]=[CH:4][C:3]=2[S:8]([NH:11][CH:12]([CH3:14])[CH3:13])(=[O:10])=[O:9])[C:21]([Cl:25])=[CH:20][N:19]=1, predict the reactants needed to synthesize it. The reactants are: [NH2:1][C:2]1[CH:7]=[CH:6][CH:5]=[CH:4][C:3]=1[S:8]([NH:11][CH:12]([CH3:14])[CH3:13])(=[O:10])=[O:9].[H-].[Na+].[Cl:17][C:18]1[N:23]=[C:22](Cl)[C:21]([Cl:25])=[CH:20][N:19]=1.O. (3) Given the product [CH2:8]([C:6]1[CH:5]=[CH:4][C:3]([OH:10])=[C:2]([C:12]2[S:11][CH:15]=[CH:14][CH:13]=2)[CH:7]=1)[CH3:9], predict the reactants needed to synthesize it. The reactants are: Br[C:2]1[CH:7]=[C:6]([CH2:8][CH3:9])[CH:5]=[CH:4][C:3]=1[OH:10].[S:11]1[CH:15]=[CH:14][CH:13]=[C:12]1B(O)O.C(=O)([O-])[O-].[Na+].[Na+]. (4) Given the product [CH3:57][N:58]([CH3:62])[CH2:59][CH2:60][O:31][C:30]([C:10]1[CH:9]([C:6]2[CH:5]=[CH:4][C:3]([C:1]#[N:2])=[CH:8][CH:7]=2)[N:14]2[C:15](=[O:18])[NH:16][N:17]=[C:13]2[N:12]([C:19]2[CH:24]=[CH:23][CH:22]=[C:21]([C:25]([F:27])([F:28])[F:26])[CH:20]=2)[C:11]=1[CH3:29])=[O:32], predict the reactants needed to synthesize it. The reactants are: [C:1]([C:3]1[CH:8]=[CH:7][C:6]([CH:9]2[N:14]3[C:15](=[O:18])[NH:16][N:17]=[C:13]3[N:12]([C:19]3[CH:24]=[CH:23][CH:22]=[C:21]([C:25]([F:28])([F:27])[F:26])[CH:20]=3)[C:11]([CH3:29])=[C:10]2[C:30]([OH:32])=[O:31])=[CH:5][CH:4]=1)#[N:2].CN(C(ON1N=NC2C=CC=NC1=2)=[N+](C)C)C.F[P-](F)(F)(F)(F)F.[CH3:57][N:58]([CH3:62])[CH2:59][CH2:60]O. (5) Given the product [F:23][C:20]1[CH:19]=[CH:18][C:17]([C:13]2[C:12]([CH2:11][O:10][C:7]3[CH:8]=[CH:9][C:4]([C:3]([NH:29][C@@H:26]([CH3:25])[CH2:27][OH:28])=[O:24])=[CH:5][N:6]=3)=[CH:16][O:15][N:14]=2)=[CH:22][CH:21]=1, predict the reactants needed to synthesize it. The reactants are: CO[C:3](=[O:24])[C:4]1[CH:9]=[CH:8][C:7]([O:10][CH2:11][C:12]2[C:13]([C:17]3[CH:22]=[CH:21][C:20]([F:23])=[CH:19][CH:18]=3)=[N:14][O:15][CH:16]=2)=[N:6][CH:5]=1.[CH3:25][C@H:26]([NH2:29])[CH2:27][OH:28]. (6) Given the product [Cl:8][C:6]1[N:5]=[C:4]([C:9]2[CH:14]=[CH:13][CH:12]=[CH:11][CH:10]=2)[N:3]=[C:2]([NH:21][CH2:20][CH2:19][NH:18][C:15](=[O:17])[CH3:16])[CH:7]=1, predict the reactants needed to synthesize it. The reactants are: Cl[C:2]1[CH:7]=[C:6]([Cl:8])[N:5]=[C:4]([C:9]2[CH:14]=[CH:13][CH:12]=[CH:11][CH:10]=2)[N:3]=1.[C:15]([NH:18][CH2:19][CH2:20][NH2:21])(=[O:17])[CH3:16].C(N(CC)C(C)C)(C)C. (7) Given the product [F:14][C:3]([F:13])([F:2])[C:4]1[N:9]=[CH:8][C:7]([C@H:10]([NH:12][C:23](=[O:24])[O:25][CH2:26][CH2:29][CH2:30][CH3:31])[CH3:11])=[CH:6][CH:5]=1, predict the reactants needed to synthesize it. The reactants are: Cl.[F:2][C:3]([F:14])([F:13])[C:4]1[N:9]=[CH:8][C:7]([C@H:10]([NH2:12])[CH3:11])=[CH:6][CH:5]=1.[C:23](O[C:23]([O:25][C:26]([CH3:29])(C)C)=[O:24])([O:25][C:26](C)(C)[CH3:29])=[O:24].[CH2:30](N(CC)CC)[CH3:31].[Cl-].[NH4+]. (8) The reactants are: [NH2:1][C:2]1[C:7]([N+:8]([O-:10])=[O:9])=[CH:6][N:5]=[C:4](Cl)[CH:3]=1.[NH2:12][C:13]1[CH:18]=[C:17]([CH3:19])[N:16]=[C:15]([CH3:20])[N:14]=1.CC1(C)C2C(=C(P(C3C=CC=CC=3)C3C=CC=CC=3)C=CC=2)OC2C(P(C3C=CC=CC=3)C3C=CC=CC=3)=CC=CC1=2.C([O-])([O-])=O.[Cs+].[Cs+]. Given the product [CH3:20][C:15]1[N:14]=[C:13]([NH:12][C:4]2[CH:3]=[C:2]([NH2:1])[C:7]([N+:8]([O-:10])=[O:9])=[CH:6][N:5]=2)[CH:18]=[C:17]([CH3:19])[N:16]=1, predict the reactants needed to synthesize it.